The task is: Predict which catalyst facilitates the given reaction.. This data is from Catalyst prediction with 721,799 reactions and 888 catalyst types from USPTO. (1) Reactant: [N+:1]([O-:4])(O)=[O:2].[CH3:5][O:6][C:7](=[O:16])[C:8]1[CH:13]=[CH:12][C:11]([OH:14])=[C:10]([Cl:15])[CH:9]=1. Product: [CH3:5][O:6][C:7](=[O:16])[C:8]1[CH:13]=[C:12]([N+:1]([O-:4])=[O:2])[C:11]([OH:14])=[C:10]([Cl:15])[CH:9]=1. The catalyst class is: 27. (2) Reactant: [CH2:1]([O:3][C:4]([C:6]1[C:10]([I:11])=[CH:9][NH:8][N:7]=1)=[O:5])[CH3:2].C(=O)([O-])[O-].[Cs+].[Cs+].Br[CH2:19][CH2:20][O:21][CH:22]1[CH2:27][CH2:26][CH2:25][CH2:24][O:23]1. Product: [CH2:1]([O:3][C:4]([C:6]1[C:10]([I:11])=[CH:9][N:8]([CH2:19][CH2:20][O:21][CH:22]2[CH2:27][CH2:26][CH2:25][CH2:24][O:23]2)[N:7]=1)=[O:5])[CH3:2]. The catalyst class is: 10. (3) Reactant: [C:1]([NH:5][S:6]([CH:9]1[CH2:11][CH2:10]1)(=[O:8])=[O:7])([CH3:4])([CH3:3])[CH3:2].C1C[O:15][CH2:14]C1.C([Li])CCC.CN(C)C=O. Product: [C:1]([NH:5][S:6]([C:9]1([CH:14]=[O:15])[CH2:11][CH2:10]1)(=[O:8])=[O:7])([CH3:4])([CH3:2])[CH3:3]. The catalyst class is: 25. (4) Reactant: [F:1][C:2]1[CH:10]=[C:9]2[C:5]([C:6]([CH3:20])([CH3:19])[C:7](=[O:18])[N:8]2C(OC(C)(C)C)=O)=[CH:4][CH:3]=1.Cl.C(OCC)(=O)C. Product: [F:1][C:2]1[CH:10]=[C:9]2[C:5]([C:6]([CH3:20])([CH3:19])[C:7](=[O:18])[NH:8]2)=[CH:4][CH:3]=1. The catalyst class is: 13. (5) Reactant: [C:1]([C:5]1[N:6]=[CH:7][C:8]([C:11]([NH:13][C:14]2[CH:15]=[C:16]([C:21]3[CH:22]=[C:23]([NH:28][CH:29]4[CH2:34][CH2:33][CH2:32][N:31](C(OC(C)(C)C)=O)[CH2:30]4)[C:24](=[O:27])[NH:25][N:26]=3)[CH:17]=[CH:18][C:19]=2[F:20])=[O:12])=[N:9][CH:10]=1)([CH3:4])([CH3:3])[CH3:2].Cl. Product: [C:1]([C:5]1[N:6]=[CH:7][C:8]([C:11]([NH:13][C:14]2[CH:15]=[C:16]([C:21]3[CH:22]=[C:23]([NH:28][CH:29]4[CH2:34][CH2:33][CH2:32][NH:31][CH2:30]4)[C:24](=[O:27])[NH:25][N:26]=3)[CH:17]=[CH:18][C:19]=2[F:20])=[O:12])=[N:9][CH:10]=1)([CH3:4])([CH3:2])[CH3:3]. The catalyst class is: 71. (6) Reactant: Cl.[Cl:2][C:3]1[CH:4]=[C:5]2[C:10](=[CH:11][CH:12]=1)[CH:9]=[C:8]([S:13]([N:16]1[CH2:21][CH2:20][N:19]([C:22]([C:24]3[S:25][C:26]4[CH2:27][NH:28][CH:29]([CH3:33])[CH2:30][C:31]=4[N:32]=3)=[O:23])[CH2:18][CH2:17]1)(=[O:15])=[O:14])[CH:7]=[CH:6]2.C[I:35].[C:36](=O)([O-])[O-].[K+].[K+]. Product: [I-:35].[Cl:2][C:3]1[CH:4]=[C:5]2[C:10](=[CH:11][CH:12]=1)[CH:9]=[C:8]([S:13]([N:16]1[CH2:17][CH2:18][N:19]([C:22]([C:24]3[S:25][C:26]4[CH2:27][NH:28][C:29]([CH3:36])([CH3:33])[CH2:30][C:31]=4[NH+:32]=3)=[O:23])[CH2:20][CH2:21]1)(=[O:14])=[O:15])[CH:7]=[CH:6]2. The catalyst class is: 9. (7) Reactant: [Br:1][C:2]1[CH:3]=[C:4]([OH:9])[C:5]([OH:8])=[CH:6][CH:7]=1.C(=O)([O-])[O-].[Cs+].[Cs+].Br[CH:17](Br)[CH3:18]. Product: [Br:1][C:2]1[CH:7]=[CH:6][C:5]2[O:8][CH:17]([CH3:18])[O:9][C:4]=2[CH:3]=1. The catalyst class is: 692. (8) Reactant: [O:1]=[C:2]1[N:11]2[C:6]([CH:7]=[CH:8][CH:9]=[CH:10]2)=[CH:5][CH:4]=[C:3]1[C:12]([O:14]CC)=[O:13].[OH-].[Na+]. Product: [O:1]=[C:2]1[N:11]2[C:6]([CH:7]=[CH:8][CH:9]=[CH:10]2)=[CH:5][CH:4]=[C:3]1[C:12]([OH:14])=[O:13]. The catalyst class is: 5.